This data is from Full USPTO retrosynthesis dataset with 1.9M reactions from patents (1976-2016). The task is: Predict the reactants needed to synthesize the given product. (1) Given the product [NH3:1].[CH:36]([NH:1][CH2:2][C:3]([CH:5]1[C@@H:6]2[CH2:12][CH2:11][C@H:10]1[CH2:9][CH:8]([C@H:13]([NH:24][S@:25]([C:27]([CH3:30])([CH3:29])[CH3:28])=[O:26])[CH2:14][C:15]1[CH:20]=[C:19]([F:21])[C:18]([F:22])=[CH:17][C:16]=1[F:23])[CH2:7]2)=[O:4])([CH3:38])[CH3:35], predict the reactants needed to synthesize it. The reactants are: [NH2:1][CH2:2][C:3]([CH:5]1[C@@H:10]2[CH2:11][CH2:12][C@H:6]1[CH2:7][CH:8]([C@H:13]([NH:24][S@:25]([C:27]([CH3:30])([CH3:29])[CH3:28])=[O:26])[CH2:14][C:15]1[CH:20]=[C:19]([F:21])[C:18]([F:22])=[CH:17][C:16]=1[F:23])[CH2:9]2)=[O:4].C(O)(=O)C.[CH3:35][C:36]([CH3:38])=O.C([BH3-])#N.[Na+]. (2) Given the product [CH:1]([C:3]1[CH:11]=[CH:10][CH:9]=[CH:8][C:4]=1[C:5]([N:15]([CH3:16])[CH3:12])=[O:6])=[O:2], predict the reactants needed to synthesize it. The reactants are: [CH:1]([C:3]1[CH:11]=[CH:10][CH:9]=[CH:8][C:4]=1[C:5](O)=[O:6])=[O:2].[CH:12]([N:15](CC)[CH:16](C)C)(C)C.CNC.C(O)C. (3) Given the product [Cl:10][C:11]1[C:16]([C:17]2[C:22]([F:23])=[CH:21][C:20]([OH:24])=[CH:19][C:18]=2[F:26])=[C:15]([N:27]2[CH2:28][CH2:29][CH:30]([CH3:33])[CH2:31][CH2:32]2)[N:14]=[C:13]([C:34]#[N:35])[N:12]=1, predict the reactants needed to synthesize it. The reactants are: [Cl-].C[NH+](C)C.[Cl-].[Al+3].[Cl-].[Cl-].[Cl:10][C:11]1[C:16]([C:17]2[C:22]([F:23])=[CH:21][C:20]([O:24]C)=[CH:19][C:18]=2[F:26])=[C:15]([N:27]2[CH2:32][CH2:31][CH:30]([CH3:33])[CH2:29][CH2:28]2)[N:14]=[C:13]([C:34]#[N:35])[N:12]=1.C(=O)(O)[O-].[Na+]. (4) Given the product [C:1]([C:3]1[CH:8]=[CH:7][C:6]([NH:9][C:10]2[N:15]=[C:14]([NH:16][CH2:17][CH2:18][CH3:19])[C:13]([C:20]([NH:22][CH2:23][CH2:24][CH2:25][NH:26][C:27](=[O:33])[O:28][C:29]([CH3:32])([CH3:31])[CH3:30])=[O:21])=[CH:12][N:11]=2)=[CH:5][CH:4]=1)(=[O:34])[NH2:2], predict the reactants needed to synthesize it. The reactants are: [C:1]([C:3]1[CH:8]=[CH:7][C:6]([NH:9][C:10]2[N:15]=[C:14]([NH:16][CH2:17][CH2:18][CH3:19])[C:13]([C:20]([NH:22][CH2:23][CH2:24][CH2:25][NH:26][C:27](=[O:33])[O:28][C:29]([CH3:32])([CH3:31])[CH3:30])=[O:21])=[CH:12][N:11]=2)=[CH:5][CH:4]=1)#[N:2].[OH2:34]. (5) Given the product [C:25]([O:24][C:22]([N:13]([C:6]1([C:7]([O:9][CH2:10][CH3:11])=[O:8])[CH2:5][C:4](=[O:12])[NH:3][C:2]1=[O:1])[NH:14][C:15]([O:17][C:18]([CH3:21])([CH3:20])[CH3:19])=[O:16])=[O:23])([CH3:28])([CH3:27])[CH3:26], predict the reactants needed to synthesize it. The reactants are: [O:1]=[C:2]1[CH:6]([C:7]([O:9][CH2:10][CH3:11])=[O:8])[CH2:5][C:4](=[O:12])[NH:3]1.[N:13]([C:22]([O:24][C:25]([CH3:28])([CH3:27])[CH3:26])=[O:23])=[N:14][C:15]([O:17][C:18]([CH3:21])([CH3:20])[CH3:19])=[O:16].C(=O)([O-])[O-].[K+].[K+]. (6) Given the product [CH2:1]([O:8][CH2:9][CH2:10][CH2:11][O:12][C:13]1[C:14]2[B:22]([OH:23])[O:26][CH:25]([CH2:27][N+:31]([O-:33])=[O:32])[C:15]=2[CH:18]=[CH:19][C:20]=1[CH3:21])[C:2]1[CH:7]=[CH:6][CH:5]=[CH:4][CH:3]=1, predict the reactants needed to synthesize it. The reactants are: [CH2:1]([O:8][CH2:9][CH2:10][CH2:11][O:12][C:13]1[C:14]([B:22]2[O:26][C:25](C)([CH3:27])C(C)(C)[O:23]2)=[C:15]([CH:18]=[CH:19][C:20]=1[CH3:21])C=O)[C:2]1[CH:7]=[CH:6][CH:5]=[CH:4][CH:3]=1.[N+:31](C)([O-:33])=[O:32].[OH-].[Na+].C1COCC1. (7) Given the product [CH3:13][O:14][C:15]1[CH:16]=[C:17]([C:23]2([CH2:28][NH:29][C:10]([C:3]3[C:4]4[C:9](=[CH:8][CH:7]=[CH:6][CH:5]=4)[NH:1][N:2]=3)=[O:12])[CH2:24][CH2:25][CH2:26][CH2:27]2)[CH:18]=[CH:19][C:20]=1[O:21][CH3:22], predict the reactants needed to synthesize it. The reactants are: [NH:1]1[C:9]2[C:4](=[CH:5][CH:6]=[CH:7][CH:8]=2)[C:3]([C:10]([OH:12])=O)=[N:2]1.[CH3:13][O:14][C:15]1[CH:16]=[C:17]([C:23]2([CH2:28][NH2:29])[CH2:27][CH2:26][CH2:25][CH2:24]2)[CH:18]=[CH:19][C:20]=1[O:21][CH3:22].C(N(CC)CC)C.F[P-](F)(F)(F)(F)F.N1(OC(N(C)C)=[N+](C)C)C2N=CC=CC=2N=N1. (8) Given the product [CH3:42][N:41]([CH3:40])[CH:43]=[CH:31][C:30]([C:28]1[CH:27]=[CH:26][C:25]2[N:21]([C:17]3[CH:18]=[CH:19][CH:20]=[C:15]([C:6]([O:34][CH2:35][CH3:36])=[O:7])[CH:16]=3)[CH:22]=[N:23][C:24]=2[CH:29]=1)=[O:32], predict the reactants needed to synthesize it. The reactants are: C(ON=[C:6]([C:15]1[CH:16]=[C:17]([N:21]2[C:25]3[CH:26]=[CH:27][C:28]([C:30](=[O:32])[CH3:31])=[CH:29][C:24]=3[N:23]=[CH:22]2)[CH:18]=[CH:19][CH:20]=1)[O:7]C1CCN(C)CC1)(C)C.C[O:34][C:35](OC)(C)[CH3:36].[CH3:40][N:41]([CH:43]=O)[CH3:42].